This data is from Reaction yield outcomes from USPTO patents with 853,638 reactions. The task is: Predict the reaction yield, written as a fraction of the theoretical maximum amount of product (1.0 means a 100% yield; for example, 0.34 means a 34% yield). (1) The reactants are Cl.Cl[C:3]1[NH:4][C:5]([C:13]2[CH:18]=[CH:17][CH:16]=[CH:15][N:14]=2)=[CH:6][C:7]=1[C:8]([O:10][CH2:11][CH3:12])=[O:9]. The catalyst is C(O)C.[C].[Pd]. The product is [N:14]1[CH:15]=[CH:16][CH:17]=[CH:18][C:13]=1[C:5]1[NH:4][CH:3]=[C:7]([C:8]([O:10][CH2:11][CH3:12])=[O:9])[CH:6]=1. The yield is 0.840. (2) The reactants are [NH:1]1[CH:5]=[C:4](/[CH:6]=[C:7]2\[CH2:8][N:9]([C:14]([C:27]3[CH:32]=[CH:31][CH:30]=[CH:29][CH:28]=3)([C:21]3[CH:26]=[CH:25][CH:24]=[CH:23][CH:22]=3)[C:15]3[CH:20]=[CH:19][CH:18]=[CH:17][CH:16]=3)[CH2:10][CH2:11][C:12]\2=[O:13])[CH:3]=[N:2]1.[C:33]([O:37][CH2:38][CH3:39])(=[O:36])[CH:34]=[CH2:35].N12CCCN=C1CCCCC2.[Cl-].[Na+]. The catalyst is C(#N)C. The product is [CH2:38]([O:37][C:33]([CH2:34][CH2:35][N:1]1[CH:5]=[C:4](/[CH:6]=[C:7]2\[CH2:8][N:9]([C:14]([C:21]3[CH:22]=[CH:23][CH:24]=[CH:25][CH:26]=3)([C:15]3[CH:20]=[CH:19][CH:18]=[CH:17][CH:16]=3)[C:27]3[CH:32]=[CH:31][CH:30]=[CH:29][CH:28]=3)[CH2:10][CH2:11][C:12]\2=[O:13])[CH:3]=[N:2]1)=[O:36])[CH3:39]. The yield is 0.820. (3) The reactants are [NH2:1][CH:2]([C:9]1[CH:14]=[CH:13][CH:12]=[CH:11][CH:10]=1)[C:3]([N:6]([CH3:8])[CH3:7])([CH3:5])[CH3:4].C(N(CC)CC)C.[CH3:22][C:23]1[CH:31]=[CH:30][CH:29]=[C:28]([CH3:32])[C:24]=1[C:25](Cl)=[O:26].C(=O)([O-])O.[Na+]. The catalyst is C(Cl)Cl. The product is [CH3:8][N:6]([CH3:7])[C:3]([CH3:5])([CH3:4])[CH:2]([NH:1][C:25](=[O:26])[C:24]1[C:28]([CH3:32])=[CH:29][CH:30]=[CH:31][C:23]=1[CH3:22])[C:9]1[CH:10]=[CH:11][CH:12]=[CH:13][CH:14]=1. The yield is 0.950.